This data is from Forward reaction prediction with 1.9M reactions from USPTO patents (1976-2016). The task is: Predict the product of the given reaction. Given the reactants [CH3:1][C:2]1([CH3:9])[O:6][C:5](=[O:7])[NH:4][C:3]1=[O:8].[H-].[Na+].Br[CH2:13][CH2:14][Cl:15], predict the reaction product. The product is: [Cl:15][CH2:14][CH2:13][N:4]1[C:3](=[O:8])[C:2]([CH3:9])([CH3:1])[O:6][C:5]1=[O:7].